The task is: Predict the reactants needed to synthesize the given product.. This data is from Full USPTO retrosynthesis dataset with 1.9M reactions from patents (1976-2016). (1) Given the product [CH:1]1([C:4]2[C:5]([N:26]3[CH2:31][CH2:30][CH2:29][C@H:28]([NH2:32])[CH2:27]3)=[N:6][C:7]([N:10]3[C:18]4[CH:17]=[C:16]([C:19]5[CH:24]=[N:23][CH:22]=[C:21]([CH3:25])[N:20]=5)[N:15]=[CH:14][C:13]=4[CH:12]=[N:11]3)=[CH:8][CH:9]=2)[CH2:2][CH2:3]1, predict the reactants needed to synthesize it. The reactants are: [CH:1]1([C:4]2[C:5]([N:26]3[CH2:31][CH2:30][CH2:29][C@H:28]([NH:32]C(=O)OC(C)(C)C)[CH2:27]3)=[N:6][C:7]([N:10]3[C:18]4[CH:17]=[C:16]([C:19]5[CH:24]=[N:23][CH:22]=[C:21]([CH3:25])[N:20]=5)[N:15]=[CH:14][C:13]=4[CH:12]=[N:11]3)=[CH:8][CH:9]=2)[CH2:3][CH2:2]1.Cl. (2) Given the product [Si:58]([O:65][CH2:66][C:67]1[CH:68]=[CH:69][C:70]([CH2:73][N:3]2[C:4](=[O:26])[C:5]([CH2:11][C:12]3[CH:17]=[CH:16][C:15]([C:18]4[C:19]([C:24]#[N:25])=[CH:20][CH:21]=[CH:22][CH:23]=4)=[CH:14][CH:13]=3)=[C:6]([CH2:8][CH2:9][CH3:10])[N:7]=[C:2]2[CH3:1])=[N:71][CH:72]=1)([C:61]([CH3:64])([CH3:63])[CH3:62])([CH3:59])[CH3:60], predict the reactants needed to synthesize it. The reactants are: [CH3:1][C:2]1[NH:3][C:4](=[O:26])[C:5]([CH2:11][C:12]2[CH:17]=[CH:16][C:15]([C:18]3[C:19]([C:24]#[N:25])=[CH:20][CH:21]=[CH:22][CH:23]=3)=[CH:14][CH:13]=2)=[C:6]([CH2:8][CH2:9][CH3:10])[N:7]=1.N(C(N1CCCCC1)=O)=NC(N1CCCCC1)=O.C(P(CCCC)CCCC)CCC.[Si:58]([O:65][CH2:66][C:67]1[CH:68]=[CH:69][C:70]([CH2:73]O)=[N:71][CH:72]=1)([C:61]([CH3:64])([CH3:63])[CH3:62])([CH3:60])[CH3:59].